This data is from Forward reaction prediction with 1.9M reactions from USPTO patents (1976-2016). The task is: Predict the product of the given reaction. Given the reactants S(Cl)(Cl)=O.[CH2:5]([N:12]1[CH2:17][CH2:16][C:15]([NH:21][C:22]2[CH:27]=[CH:26][CH:25]=[C:24]([N+:28]([O-:30])=[O:29])[CH:23]=2)([C:18]([OH:20])=[O:19])[CH2:14][CH2:13]1)[C:6]1[CH:11]=[CH:10][CH:9]=[CH:8][CH:7]=1.[C:31](=O)([O-])[O-].[K+].[K+], predict the reaction product. The product is: [CH2:5]([N:12]1[CH2:13][CH2:14][C:15]([NH:21][C:22]2[CH:27]=[CH:26][CH:25]=[C:24]([N+:28]([O-:30])=[O:29])[CH:23]=2)([C:18]([O:20][CH3:31])=[O:19])[CH2:16][CH2:17]1)[C:6]1[CH:11]=[CH:10][CH:9]=[CH:8][CH:7]=1.